This data is from Reaction yield outcomes from USPTO patents with 853,638 reactions. The task is: Predict the reaction yield, written as a fraction of the theoretical maximum amount of product (1.0 means a 100% yield; for example, 0.34 means a 34% yield). (1) The yield is 0.564. The reactants are [OH:1][C:2]1[C@H:11]2[C@H:6]([C@H:7]3[CH2:12][C@@H:10]2[CH2:9][CH2:8]3)[N:5]([CH2:13][CH2:14][CH:15]([CH3:17])[CH3:16])[C:4](=[O:18])[C:3]=1[C:19]1[NH:24][C:23]2[CH:25]=[CH:26][C:27]([NH:29][S:30]([CH3:33])(=[O:32])=[O:31])=[CH:28][C:22]=2[S:21](=[O:35])(=[O:34])[N:20]=1.[C:36](=O)([O-])[O-].[K+].[K+].IC. The product is [OH:1][C:2]1[C@H:11]2[C@H:6]([C@H:7]3[CH2:12][C@@H:10]2[CH2:9][CH2:8]3)[N:5]([CH2:13][CH2:14][CH:15]([CH3:17])[CH3:16])[C:4](=[O:18])[C:3]=1[C:19]1[NH:24][C:23]2[CH:25]=[CH:26][C:27]([N:29]([CH3:36])[S:30]([CH3:33])(=[O:32])=[O:31])=[CH:28][C:22]=2[S:21](=[O:35])(=[O:34])[N:20]=1. The catalyst is CN(C)C=O. (2) The reactants are Br[C:2]1[C:3]([NH2:22])=[N:4][CH:5]=[C:6]([C:8]2[CH:13]=[CH:12][C:11]([O:14][Si:15]([C:18]([CH3:21])([CH3:20])[CH3:19])([CH3:17])[CH3:16])=[CH:10][CH:9]=2)[N:7]=1.CC1(C)C(C)(C)OB([C:31]2[S:35][C:34]([C:36]3[S:37][CH:38]=[CH:39][CH:40]=3)=[CH:33][CH:32]=2)O1.C([O-])([O-])=O.[Na+].[Na+].O. The catalyst is C1(C)C=CC=CC=1.C(O)C.Cl[Pd](Cl)([P](C1C=CC=CC=1)(C1C=CC=CC=1)C1C=CC=CC=1)[P](C1C=CC=CC=1)(C1C=CC=CC=1)C1C=CC=CC=1. The product is [S:35]1[C:31]([C:2]2[C:3]([NH2:22])=[N:4][CH:5]=[C:6]([C:8]3[CH:13]=[CH:12][C:11]([O:14][Si:15]([C:18]([CH3:21])([CH3:20])[CH3:19])([CH3:17])[CH3:16])=[CH:10][CH:9]=3)[N:7]=2)=[CH:32][CH:33]=[C:34]1[C:36]1[S:37][CH:38]=[CH:39][CH:40]=1. The yield is 0.937. (3) The reactants are [C:1]([C:3]1[CH:8]=[CH:7][C:6]([C:9]2[NH:10][C:11]([C:21]3[CH:26]=[CH:25][N:24]=[CH:23][CH:22]=3)=[C:12]([C:14]3[CH:19]=[CH:18][C:17](F)=[CH:16][CH:15]=3)[N:13]=2)=[CH:5][CH:4]=1)#[N:2].[H-].[H-].[H-].[H-].[Li+].[Al+3].[OH-].[Na+]. The catalyst is C1COCC1. The product is [NH2:2][CH2:1][C:3]1[CH:8]=[CH:7][C:6]([C:9]2[NH:10][C:11]([C:21]3[CH:22]=[CH:23][N:24]=[CH:25][CH:26]=3)=[C:12]([C:14]3[CH:19]=[CH:18][CH:17]=[CH:16][CH:15]=3)[N:13]=2)=[CH:5][CH:4]=1. The yield is 0.600. (4) The reactants are [F:1][C:2]1[CH:10]=[CH:9][C:8]2[N:7]([Si](CCC)(CCC)CCC)[CH:6]=[CH:5][C:4]=2[C:3]=1[C:21]([OH:23])=O.F[P-](F)(F)(F)(F)F.[N:31]1(OC(N(C)C)=[N+](C)C)C2N=CC=CC=2N=N1.O.N.O. The catalyst is CN(C=O)C. The product is [F:1][C:2]1[CH:10]=[CH:9][C:8]2[NH:7][CH:6]=[CH:5][C:4]=2[C:3]=1[C:21]([NH2:31])=[O:23]. The yield is 0.522. (5) The reactants are [F:1][C:2]1[CH:3]=[C:4]([CH:7]=[C:8]([O:11]C)[C:9]=1[OH:10])[CH:5]=[O:6].B(Br)(Br)Br. The catalyst is ClCCl. The product is [F:1][C:2]1[CH:3]=[C:4]([CH:7]=[C:8]([OH:11])[C:9]=1[OH:10])[CH:5]=[O:6]. The yield is 0.890. (6) The reactants are [CH3:1][O:2][C:3]1[CH:4]=[C:5]2[C:10](=[CH:11][C:12]=1[O:13][CH3:14])[N:9]=[CH:8][CH:7]=[C:6]2[O:15][C:16]1[C:22]([CH3:23])=[CH:21][C:19]([NH2:20])=[C:18]([CH3:24])[CH:17]=1.Cl[C:26](Cl)([O:28][C:29](=[O:35])OC(Cl)(Cl)Cl)Cl.[CH:37]1(O)[CH2:42][CH2:41]C[CH2:39][CH2:38]1.C(=O)(O)[O-].[Na+]. The catalyst is C(Cl)Cl.C(N(CC)CC)C.C1(C)C=CC=CC=1. The product is [CH3:1][O:2][C:3]1[CH:4]=[C:5]2[C:10](=[CH:11][C:12]=1[O:13][CH3:14])[N:9]=[CH:8][CH:7]=[C:6]2[O:15][C:16]1[C:22]([CH3:23])=[CH:21][C:19]([NH:20][C:29](=[O:35])[O:28][CH:26]2[CH2:41][CH2:42][CH2:37][CH2:38][CH2:39]2)=[C:18]([CH3:24])[CH:17]=1. The yield is 0.530. (7) The reactants are [O:1]1[CH2:6][CH2:5][C:4]([C:12]([O:14]CC)=[O:13])([C:7]([O:9]CC)=[O:8])[CH2:3][CH2:2]1.Cl. The catalyst is [OH-].[Na+]. The product is [O:1]1[CH2:2][CH2:3][C:4]([C:7]([OH:9])=[O:8])([C:12]([OH:14])=[O:13])[CH2:5][CH2:6]1. The yield is 0.920.